Dataset: Forward reaction prediction with 1.9M reactions from USPTO patents (1976-2016). Task: Predict the product of the given reaction. (1) Given the reactants [Mg].Br[C:3]1[CH:4]=[CH:5][C:6]2[CH:10]=[CH:9][S:8][C:7]=2[CH:11]=1.CN(C)[CH:14]=[O:15], predict the reaction product. The product is: [S:8]1[CH:9]=[CH:10][C:6]2[CH:5]=[CH:4][C:3]([CH:14]=[O:15])=[CH:11][C:7]1=2. (2) Given the reactants F[C:2]1[CH:9]=[CH:8][C:5]([CH:6]=[O:7])=[CH:4][C:3]=1[N+:10]([O-:12])=[O:11].Cl.[Cl:14][C:15]1[CH:26]=[CH:25][C:18]([CH2:19][NH:20][CH2:21][CH2:22][O:23][CH3:24])=[CH:17][CH:16]=1.C(=O)([O-])[O-].[Cs+].[Cs+], predict the reaction product. The product is: [Cl:14][C:15]1[CH:16]=[CH:17][C:18]([CH2:19][N:20]([CH2:21][CH2:22][O:23][CH3:24])[C:2]2[CH:9]=[CH:8][C:5]([CH:6]=[O:7])=[CH:4][C:3]=2[N+:10]([O-:12])=[O:11])=[CH:25][CH:26]=1.